Dataset: Blood-brain barrier permeability classification from the B3DB database. Task: Regression/Classification. Given a drug SMILES string, predict its absorption, distribution, metabolism, or excretion properties. Task type varies by dataset: regression for continuous measurements (e.g., permeability, clearance, half-life) or binary classification for categorical outcomes (e.g., BBB penetration, CYP inhibition). Dataset: b3db_classification. (1) The compound is CO[C@H]1C[C@H](O[C@@H]2[C@@H](C)C(=O)O[C@H](C)[C@H](C)[C@H](OC(C)=O)[C@@H](C)C(=O)[C@]3(CO3)C[C@H](C)[C@H](O[C@@H]3O[C@H](C)C[C@H](N(C)C)[C@H]3OC(C)=O)[C@H]2C)O[C@@H](C)[C@@H]1OC(C)=O. The result is 0 (does not penetrate BBB). (2) The compound is CCN(CC)C(=O)N[C@@H]1C=C2c3cccc4[nH]cc(c34)C[C@@H]2N(C)C1. The result is 1 (penetrates BBB). (3) The drug is FC(Br)CC(F)(F)F. The result is 1 (penetrates BBB). (4) The compound is CCC(NC(=O)c1c(C)c(-c2ccccc2)nc2ccccc12)c1ccccc1. The result is 1 (penetrates BBB). (5) The drug is CCN(CC)CCCOC(=O)[C@@]1(c2ccccc2)C[C@@H]2CC[C@@H]1C2. The result is 1 (penetrates BBB).